From a dataset of Full USPTO retrosynthesis dataset with 1.9M reactions from patents (1976-2016). Predict the reactants needed to synthesize the given product. (1) Given the product [F:15][C:16]1[CH:21]=[CH:20][C:19]([C:22]([F:23])([F:24])[F:25])=[CH:18][C:17]=1[O:26][C:2]1[C:11]2[C:6](=[C:7]([N+:12]([O-:14])=[O:13])[CH:8]=[CH:9][CH:10]=2)[N:5]=[CH:4][CH:3]=1, predict the reactants needed to synthesize it. The reactants are: Cl[C:2]1[C:11]2[C:6](=[C:7]([N+:12]([O-:14])=[O:13])[CH:8]=[CH:9][CH:10]=2)[N:5]=[CH:4][CH:3]=1.[F:15][C:16]1[CH:21]=[CH:20][C:19]([C:22]([F:25])([F:24])[F:23])=[CH:18][C:17]=1[OH:26].C([O-])([O-])=O.[K+].[K+]. (2) Given the product [CH3:1][NH:2][CH2:3][CH2:4][C@H:5]([O:11][C:12]1[CH:13]=[CH:14][CH:15]=[C:16]2[CH:21]=[CH:20][CH:19]=[CH:18][C:17]=12)[C:6]1[S:10][CH:9]=[CH:8][CH:7]=1.[ClH:28], predict the reactants needed to synthesize it. The reactants are: [CH3:1][NH:2][CH2:3][CH2:4][C@H:5]([O:11][C:12]1[CH:13]=[CH:14][CH:15]=[C:16]2[CH:21]=[CH:20][CH:19]=[CH:18][C:17]=12)[C:6]1[S:10][CH:9]=[CH:8][CH:7]=1.C(O)(=O)C.C[Si](C)(C)[Cl:28].Cl[SiH3]. (3) Given the product [CH3:32][C@@H:28]([O:27][C:25]1[CH:24]=[CH:23][CH:22]=[C:21]2[C:26]=1[C:17]([NH:16][C:12]1[CH:11]=[C:10]3[C:15](=[CH:14][CH:13]=1)[N:7]([CH2:6][C:4]1[N:3]=[CH:2][S:1][CH:5]=1)[N:8]=[CH:9]3)=[N:18][CH:19]=[N:20]2)[C:29]([N:41]1[CH2:46][CH2:45][O:44][CH2:43][CH2:42]1)=[O:31], predict the reactants needed to synthesize it. The reactants are: [S:1]1[CH:5]=[C:4]([CH2:6][N:7]2[C:15]3[C:10](=[CH:11][C:12]([NH:16][C:17]4[C:26]5[C:21](=[CH:22][CH:23]=[CH:24][C:25]=5[O:27][C@H:28]([CH3:32])[C:29]([OH:31])=O)[N:20]=[CH:19][N:18]=4)=[CH:13][CH:14]=3)[CH:9]=[N:8]2)[N:3]=[CH:2]1.OC1C=CC=C[N+]=1[O-].[NH:41]1[CH2:46][CH2:45][O:44][CH2:43][CH2:42]1.C(N(C(C)C)CC)(C)C.CCN=C=NCCCN(C)C.